From a dataset of NCI-60 drug combinations with 297,098 pairs across 59 cell lines. Regression. Given two drug SMILES strings and cell line genomic features, predict the synergy score measuring deviation from expected non-interaction effect. (1) Drug 1: CCCS(=O)(=O)NC1=C(C(=C(C=C1)F)C(=O)C2=CNC3=C2C=C(C=N3)C4=CC=C(C=C4)Cl)F. Drug 2: CN(C(=O)NC(C=O)C(C(C(CO)O)O)O)N=O. Cell line: ACHN. Synergy scores: CSS=16.3, Synergy_ZIP=-2.68, Synergy_Bliss=5.85, Synergy_Loewe=-2.29, Synergy_HSA=4.57. (2) Drug 1: CC1C(C(=O)NC(C(=O)N2CCCC2C(=O)N(CC(=O)N(C(C(=O)O1)C(C)C)C)C)C(C)C)NC(=O)C3=C4C(=C(C=C3)C)OC5=C(C(=O)C(=C(C5=N4)C(=O)NC6C(OC(=O)C(N(C(=O)CN(C(=O)C7CCCN7C(=O)C(NC6=O)C(C)C)C)C)C(C)C)C)N)C. Drug 2: C1CN(CCN1C(=O)CCBr)C(=O)CCBr. Cell line: SF-295. Synergy scores: CSS=27.7, Synergy_ZIP=-10.8, Synergy_Bliss=-7.22, Synergy_Loewe=-5.27, Synergy_HSA=-3.75. (3) Drug 1: CC1C(C(CC(O1)OC2CC(CC3=C2C(=C4C(=C3O)C(=O)C5=C(C4=O)C(=CC=C5)OC)O)(C(=O)C)O)N)O.Cl. Drug 2: CC(C)(C#N)C1=CC(=CC(=C1)CN2C=NC=N2)C(C)(C)C#N. Cell line: SK-MEL-2. Synergy scores: CSS=8.08, Synergy_ZIP=-4.93, Synergy_Bliss=-2.74, Synergy_Loewe=-11.1, Synergy_HSA=-2.79. (4) Drug 1: CC1=C(C=C(C=C1)NC2=NC=CC(=N2)N(C)C3=CC4=NN(C(=C4C=C3)C)C)S(=O)(=O)N.Cl. Drug 2: C1CC(C1)(C(=O)O)C(=O)O.[NH2-].[NH2-].[Pt+2]. Cell line: OVCAR3. Synergy scores: CSS=39.6, Synergy_ZIP=-0.769, Synergy_Bliss=-0.801, Synergy_Loewe=-0.874, Synergy_HSA=-1.80. (5) Drug 1: C(=O)(N)NO. Drug 2: CC1C(C(CC(O1)OC2CC(CC3=C2C(=C4C(=C3O)C(=O)C5=CC=CC=C5C4=O)O)(C(=O)C)O)N)O. Cell line: BT-549. Synergy scores: CSS=43.0, Synergy_ZIP=-3.09, Synergy_Bliss=-2.06, Synergy_Loewe=-34.9, Synergy_HSA=0.740.